This data is from NCI-60 drug combinations with 297,098 pairs across 59 cell lines. The task is: Regression. Given two drug SMILES strings and cell line genomic features, predict the synergy score measuring deviation from expected non-interaction effect. (1) Drug 1: CCC(=C(C1=CC=CC=C1)C2=CC=C(C=C2)OCCN(C)C)C3=CC=CC=C3.C(C(=O)O)C(CC(=O)O)(C(=O)O)O. Drug 2: C1=CN(C=N1)CC(O)(P(=O)(O)O)P(=O)(O)O. Cell line: UACC62. Synergy scores: CSS=-0.160, Synergy_ZIP=-0.877, Synergy_Bliss=-2.33, Synergy_Loewe=-0.114, Synergy_HSA=-2.42. (2) Cell line: HCT116. Drug 2: CCN(CC)CCCC(C)NC1=C2C=C(C=CC2=NC3=C1C=CC(=C3)Cl)OC. Drug 1: CC1=C(C=C(C=C1)NC(=O)C2=CC=C(C=C2)CN3CCN(CC3)C)NC4=NC=CC(=N4)C5=CN=CC=C5. Synergy scores: CSS=37.8, Synergy_ZIP=1.91, Synergy_Bliss=4.65, Synergy_Loewe=4.87, Synergy_HSA=6.36.